This data is from Reaction yield outcomes from USPTO patents with 853,638 reactions. The task is: Predict the reaction yield, written as a fraction of the theoretical maximum amount of product (1.0 means a 100% yield; for example, 0.34 means a 34% yield). (1) The reactants are [CH3:1][C:2]1[NH:6][C:5]([CH:7]=[O:8])=[CH:4][CH:3]=1.[Cl:9][C:10]1[CH:17]=[C:16]([Cl:18])[CH:15]=[CH:14][C:11]=1[CH2:12]Cl.CN(C)C=O.[H-].[Na+]. The catalyst is O. The product is [Cl:9][C:10]1[CH:17]=[C:16]([Cl:18])[CH:15]=[CH:14][C:11]=1[CH2:12][N:6]1[C:2]([CH3:1])=[CH:3][CH:4]=[C:5]1[CH:7]=[O:8]. The yield is 0.890. (2) The yield is 0.0500. The product is [C:3]1([C:1]#[C:2][C:26](=[O:27])[CH3:25])[CH:8]=[CH:7][CH:6]=[C:5]([C:9]#[C:10][C:16](=[O:18])[CH3:17])[CH:4]=1. No catalyst specified. The reactants are [C:1]([C:3]1[CH:8]=[CH:7][CH:6]=[C:5]([C:9]#[CH:10])[CH:4]=1)#[CH:2].C([Li])CCC.[CH2:16]([O:18]C(=O)C)[CH3:17].[NH4+].[Cl-].C1C[O:27][CH2:26][CH2:25]1. (3) The reactants are C([O:4][C:5]1[CH:6]=[C:7]([S:11][CH2:12][C:13](=O)[CH2:14][CH2:15][C:16]([O:18][CH2:19][CH3:20])=[O:17])[CH:8]=[CH:9][CH:10]=1)(=O)C. The catalyst is S(=O)(=O)(O)O. The product is [OH:4][C:5]1[CH:10]=[CH:9][C:8]2[C:13]([CH2:14][CH2:15][C:16]([O:18][CH2:19][CH3:20])=[O:17])=[CH:12][S:11][C:7]=2[CH:6]=1. The yield is 0.820. (4) The reactants are [O:1]=[C:2]1[C:26]2[C:21](=[CH:22][CH:23]=[CH:24][CH:25]=2)[O:20][C:4]2([CH2:9][CH2:8][N:7](C(OCC3C=CC=CC=3)=O)[CH2:6][CH2:5]2)[CH2:3]1.[H][H]. The catalyst is [Pd].CC(O)C. The product is [NH:7]1[CH2:8][CH2:9][C:4]2([CH2:3][C:2](=[O:1])[C:26]3[C:21](=[CH:22][CH:23]=[CH:24][CH:25]=3)[O:20]2)[CH2:5][CH2:6]1. The yield is 0.980.